This data is from Reaction yield outcomes from USPTO patents with 853,638 reactions. The task is: Predict the reaction yield, written as a fraction of the theoretical maximum amount of product (1.0 means a 100% yield; for example, 0.34 means a 34% yield). (1) The reactants are [Cl:1][C:2]1[CH:7]=[CH:6][N:5]=[C:4]2[N:8]([CH2:14][CH:15]3[CH2:19][CH2:18][CH2:17][O:16]3)[CH:9]=[C:10]([C:11]([OH:13])=O)[C:3]=12.[NH2:20][CH2:21][C@:22]1([OH:29])[CH2:27][CH2:26][CH2:25][C@H:24]([CH3:28])[CH2:23]1.N1(O)C2C=CC=CC=2N=N1.Cl.CN(C)CCCN=C=NCC. The catalyst is C1COCC1. The product is [OH:29][C@@:22]1([CH2:21][NH:20][C:11]([C:10]2[C:3]3[C:4](=[N:5][CH:6]=[CH:7][C:2]=3[Cl:1])[N:8]([CH2:14][CH:15]3[CH2:19][CH2:18][CH2:17][O:16]3)[CH:9]=2)=[O:13])[CH2:27][CH2:26][CH2:25][C@H:24]([CH3:28])[CH2:23]1. The yield is 0.290. (2) The reactants are C[O:2][C:3]1[CH:8]=[CH:7][C:6]([C:9](=[C:18]2[CH2:23][C:22]([CH3:25])([CH3:24])[CH2:21][C:20]([CH3:27])([CH3:26])[CH2:19]2)[C:10]2[CH:17]=[CH:16][C:13]([C:14]#[N:15])=[CH:12][CH:11]=2)=[CH:5][CH:4]=1.B(Br)(Br)Br. No catalyst specified. The product is [OH:2][C:3]1[CH:4]=[CH:5][C:6]([C:9](=[C:18]2[CH2:19][C:20]([CH3:27])([CH3:26])[CH2:21][C:22]([CH3:25])([CH3:24])[CH2:23]2)[C:10]2[CH:17]=[CH:16][C:13]([C:14]#[N:15])=[CH:12][CH:11]=2)=[CH:7][CH:8]=1. The yield is 0.520.